This data is from Forward reaction prediction with 1.9M reactions from USPTO patents (1976-2016). The task is: Predict the product of the given reaction. (1) Given the reactants C1C=CC2N(C(N)=O)C3C=CC=CC=3C(=O)CC=2C=1.[CH3:20][O:21][C:22]1[C:28]2[CH:29]=[CH:30][CH:31]=[CH:32][C:27]=2[NH:26][C:25]2[CH:33]=[CH:34][CH:35]=[CH:36][C:24]=2[CH:23]=1.[C:37](Cl)([Cl:39])=[O:38], predict the reaction product. The product is: [CH3:20][O:21][C:22]1[C:28]2[CH:29]=[CH:30][CH:31]=[CH:32][C:27]=2[N:26]([C:37]([Cl:39])=[O:38])[C:25]2[CH:33]=[CH:34][CH:35]=[CH:36][C:24]=2[CH:23]=1. (2) Given the reactants FC(F)(F)C(O)=O.[NH2:8][C:9]12[CH2:16][CH2:15][C:12]([C:17]([O:19][CH2:20][CH3:21])=[O:18])([CH2:13][CH2:14]1)[CH2:11][CH2:10]2.[F:22][C@@H:23]1[CH2:27][N:26]([C:28](=[O:40])[CH2:29]OS(C2C=CC=CC=2)(=O)=O)[C@H:25]([C:41]#[N:42])[CH2:24]1.[I-].[K+], predict the reaction product. The product is: [CH2:20]([O:19][C:17]([C:12]12[CH2:11][CH2:10][C:9]([NH:8][CH2:29][C:28]([N:26]3[CH2:27][C@@H:23]([F:22])[CH2:24][C@H:25]3[C:41]#[N:42])=[O:40])([CH2:16][CH2:15]1)[CH2:14][CH2:13]2)=[O:18])[CH3:21]. (3) The product is: [F:20][CH:3]([F:2])[O:4][C:5]1[N:9]([CH3:10])[N:8]=[C:7]([C:11]([F:14])([F:13])[F:12])[C:6]=1[CH2:15][SH:16]. Given the reactants Br.[F:2][CH:3]([F:20])[O:4][C:5]1[N:9]([CH3:10])[N:8]=[C:7]([C:11]([F:14])([F:13])[F:12])[C:6]=1[CH2:15][S:16]C(=N)N.C(=O)([O-])[O-].[K+].[K+].O, predict the reaction product. (4) Given the reactants F[C:2](F)(F)C([O-])=O.[CH3:8][C:9]1[N:13]([CH2:14][C:15]2[CH:20]=[CH:19][N:18]=[C:17]([N:21]3[CH2:26][CH2:25][NH2+:24][CH2:23][CH2:22]3)[CH:16]=2)[N:12]=[C:11]([C:27]2[O:31][N:30]=[C:29]([C:32]3[CH:37]=[CH:36][C:35]([O:38][C:39]([F:42])([F:41])[F:40])=[CH:34][CH:33]=3)[N:28]=2)[N:10]=1.C=O.[BH3-]C#N.[Na+], predict the reaction product. The product is: [CH3:8][C:9]1[N:13]([CH2:14][C:15]2[CH:20]=[CH:19][N:18]=[C:17]([N:21]3[CH2:26][CH2:25][N:24]([CH3:2])[CH2:23][CH2:22]3)[CH:16]=2)[N:12]=[C:11]([C:27]2[O:31][N:30]=[C:29]([C:32]3[CH:33]=[CH:34][C:35]([O:38][C:39]([F:42])([F:40])[F:41])=[CH:36][CH:37]=3)[N:28]=2)[N:10]=1. (5) Given the reactants [OH:1][C@H:2]([C@@H:6]([OH:10])[C:7]([OH:9])=[O:8])[C:3]([OH:5])=[O:4].[Br:11][C:12]1[CH:30]=[N:29][C:15]2[N:16]=[C:17]([N:23]3[CH2:26][CH:25]([NH:27][CH3:28])[CH2:24]3)[C:18]3[N:19]([CH:20]=[N:21][N:22]=3)[C:14]=2[CH:13]=1, predict the reaction product. The product is: [OH:1][C@H:2]([C@@H:6]([OH:10])[C:7]([OH:9])=[O:8])[C:3]([OH:5])=[O:4].[Br:11][C:12]1[CH:30]=[N:29][C:15]2[N:16]=[C:17]([N:23]3[CH2:26][CH:25]([NH:27][CH3:28])[CH2:24]3)[C:18]3[N:19]([CH:20]=[N:21][N:22]=3)[C:14]=2[CH:13]=1. (6) Given the reactants [NH2:1][C:2]1[N:7]=[C:6]([CH3:8])[CH:5]=[CH:4][CH:3]=1.[N+:9]([O-])([OH:11])=[O:10].C(=O)([O-])[O-].[Na+].[Na+], predict the reaction product. The product is: [CH3:8][C:6]1[N:7]=[C:2]([NH2:1])[C:3]([N+:9]([O-:11])=[O:10])=[CH:4][CH:5]=1.